Predict which catalyst facilitates the given reaction. From a dataset of Catalyst prediction with 721,799 reactions and 888 catalyst types from USPTO. (1) Reactant: [C:1]1([S:7]([N:10]2[C:14]3[CH:15]=[N:16][C:17]([C:20]#[N:21])=[C:18]([OH:19])[C:13]=3[C:12]3[CH:22]=[C:23]([Br:26])[CH:24]=[N:25][C:11]2=3)(=[O:9])=[O:8])[CH:6]=[CH:5][CH:4]=[CH:3][CH:2]=1.[C:27]([O:31][C:32]([N:34]1[CH2:39][CH2:38][CH:37](O)[CH2:36][CH2:35]1)=[O:33])([CH3:30])([CH3:29])[CH3:28].C1(P(C2C=CC=CC=2)C2C=CC=CC=2)C=CC=CC=1.N(C(OCC)=O)=NC(OCC)=O. Product: [C:27]([O:31][C:32]([N:34]1[CH2:39][CH2:38][CH:37]([O:19][C:18]2[C:13]3[C:12]4[CH:22]=[C:23]([Br:26])[CH:24]=[N:25][C:11]=4[N:10]([S:7]([C:1]4[CH:2]=[CH:3][CH:4]=[CH:5][CH:6]=4)(=[O:8])=[O:9])[C:14]=3[CH:15]=[N:16][C:17]=2[C:20]#[N:21])[CH2:36][CH2:35]1)=[O:33])([CH3:30])([CH3:28])[CH3:29]. The catalyst class is: 1. (2) Reactant: [F:1][C:2]([F:18])([F:17])[C:3]1[CH:8]=[CH:7][C:6]([C:9]2[O:13][N:12]=[CH:11][C:10]=2[C:14]([OH:16])=O)=[CH:5][CH:4]=1.[B-](F)(F)(F)F.CN(C(ON1N=NC2C1=CC=CC=2)=[N+](C)C)C.N1C=CC=CC=1.C(O)(=O)C(O)=O.[F:53][C:54]1[CH:59]=[CH:58][C:57]([CH:60]2[CH2:64][CH2:63][NH:62][CH2:61]2)=[CH:56][CH:55]=1. Product: [F:53][C:54]1[CH:55]=[CH:56][C:57]([CH:60]2[CH2:64][CH2:63][N:62]([C:14]([C:10]3[CH:11]=[N:12][O:13][C:9]=3[C:6]3[CH:5]=[CH:4][C:3]([C:2]([F:1])([F:18])[F:17])=[CH:8][CH:7]=3)=[O:16])[CH2:61]2)=[CH:58][CH:59]=1. The catalyst class is: 10. (3) Reactant: [Cl:1][CH2:2][C:3](O[C:3](=[O:4])[CH2:2][Cl:1])=[O:4].[NH2:10][C:11]1[CH:12]=[C:13]2[C:18](=[CH:19][CH:20]=1)[C:16](=[O:17])[O:15][CH2:14]2.O. Product: [Cl:1][CH2:2][C:3]([NH:10][C:11]1[CH:12]=[C:13]2[C:18](=[CH:19][CH:20]=1)[C:16](=[O:17])[O:15][CH2:14]2)=[O:4]. The catalyst class is: 1. (4) Reactant: [I:1][C:2]1[CH:7]=[CH:6][C:5]([C:8](=[O:10])[CH3:9])=[CH:4][CH:3]=1.[Br:11]Br.Br. Product: [Br:11][CH2:9][C:8]([C:5]1[CH:6]=[CH:7][C:2]([I:1])=[CH:3][CH:4]=1)=[O:10]. The catalyst class is: 2. (5) Reactant: [NH2:1][C:2]1[C:9]([O:10]C)=[CH:8][CH:7]=[CH:6][C:3]=1[C:4]#[N:5].B(Br)(Br)Br. Product: [NH2:1][C:2]1[C:9]([OH:10])=[CH:8][CH:7]=[CH:6][C:3]=1[C:4]#[N:5]. The catalyst class is: 2. (6) Reactant: C([O:4][CH2:5][C:6]([CH3:51])([CH3:50])[CH2:7][N:8]1[C:14]2[CH:15]=[CH:16][C:17]([Cl:19])=[CH:18][C:13]=2[C@@H:12]([C:20]2[CH:25]=[CH:24][CH:23]=[C:22]([O:26][CH3:27])[C:21]=2[O:28][CH3:29])[O:11][C@H:10]([CH2:30][C:31]([NH:33][C:34]2[CH:35]=[C:36]([C:42]([CH3:48])([CH3:47])[C:43]([O:45]C)=[O:44])[CH:37]=[CH:38][C:39]=2[O:40][CH3:41])=[O:32])[C:9]1=[O:49])(=O)C.[OH-].[Na+].C(O)C. Product: [Cl:19][C:17]1[CH:16]=[CH:15][C:14]2[N:8]([CH2:7][C:6]([CH3:50])([CH3:51])[CH2:5][OH:4])[C:9](=[O:49])[C@@H:10]([CH2:30][C:31]([NH:33][C:34]3[CH:35]=[C:36]([C:42]([CH3:47])([CH3:48])[C:43]([OH:45])=[O:44])[CH:37]=[CH:38][C:39]=3[O:40][CH3:41])=[O:32])[O:11][C@H:12]([C:20]3[CH:25]=[CH:24][CH:23]=[C:22]([O:26][CH3:27])[C:21]=3[O:28][CH3:29])[C:13]=2[CH:18]=1. The catalyst class is: 6. (7) Reactant: [CH3:1][O:2][CH2:3][C:4]1([C:8]([N:10]2[C@@H:16]([CH3:17])[C:15]3[CH:18]=[CH:19][C:20]([C:22]([O:24]CC)=O)=[CH:21][C:14]=3[O:13][CH2:12][CH2:11]2)=[O:9])[CH2:7][O:6][CH2:5]1.ClC(OC(C)C)=O.CN1CCOCC1.[NH2:41][OH:42]. Product: [OH:42][NH:41][C:22]([C:20]1[CH:19]=[CH:18][C:15]2[C@H:16]([CH3:17])[N:10]([C:8]([C:4]3([CH2:3][O:2][CH3:1])[CH2:7][O:6][CH2:5]3)=[O:9])[CH2:11][CH2:12][O:13][C:14]=2[CH:21]=1)=[O:24]. The catalyst class is: 44. (8) Reactant: Cl[C:2]1[N:7]=[C:6]([N:8]2[CH2:13][CH2:12][CH:11]([CH3:14])[CH2:10][CH2:9]2)[C:5]([N+:15]([O-:17])=[O:16])=[CH:4][CH:3]=1.C([O-])([O-])=O.[Na+].[Na+].[CH2:24]([O:31][C:32]([N:34]1[CH2:39][CH2:38][NH:37][CH2:36][CH2:35]1)=[O:33])[C:25]1[CH:30]=[CH:29][CH:28]=[CH:27][CH:26]=1. Product: [CH2:24]([O:31][C:32]([N:34]1[CH2:39][CH2:38][N:37]([C:2]2[N:7]=[C:6]([N:8]3[CH2:13][CH2:12][CH:11]([CH3:14])[CH2:10][CH2:9]3)[C:5]([N+:15]([O-:17])=[O:16])=[CH:4][CH:3]=2)[CH2:36][CH2:35]1)=[O:33])[C:25]1[CH:30]=[CH:29][CH:28]=[CH:27][CH:26]=1. The catalyst class is: 3. (9) Reactant: [CH2:1]([O:8][C:9](=[O:19])[NH:10][CH2:11][C@H:12]([NH2:18])[C@@H:13]([OH:17])[C:14]#[C:15][CH3:16])[C:2]1[CH:7]=[CH:6][CH:5]=[CH:4][CH:3]=1.CCN(C(C)C)C(C)C.[N:29]1([C:33]([NH:35][C:36]2[CH:48]=[CH:47][C:46]([C:49]([F:52])([F:51])[F:50])=[CH:45][C:37]=2[C:38]([NH:40][CH2:41][C:42](O)=[O:43])=[O:39])=[O:34])[CH2:32][CH2:31][CH2:30]1.CN(C(ON1N=NC2C=CC=NC1=2)=[N+](C)C)C.F[P-](F)(F)(F)(F)F. Product: [CH2:1]([O:8][C:9](=[O:19])[NH:10][CH2:11][C@H:12]([NH:18][C:42](=[O:43])[CH2:41][NH:40][C:38](=[O:39])[C:37]1[CH:45]=[C:46]([C:49]([F:51])([F:52])[F:50])[CH:47]=[CH:48][C:36]=1[NH:35][C:33]([N:29]1[CH2:32][CH2:31][CH2:30]1)=[O:34])[C@@H:13]([OH:17])[C:14]#[C:15][CH3:16])[C:2]1[CH:3]=[CH:4][CH:5]=[CH:6][CH:7]=1. The catalyst class is: 2. (10) Reactant: [CH3:1][CH2:2][CH:3]([CH2:19][CH2:20][CH3:21])[CH2:4][CH2:5][C:6]1[CH:10]=[CH:9][S:8](=[SiH2:11])[C:7]=1[C:12]1[S:13][CH:14]=[CH:15][C:16]=1[CH2:17][CH3:18].[Li]CCCC.[Sn:27](Cl)([CH3:30])([CH3:29])[CH3:28]. Product: [CH3:28][Sn:27]([CH3:30])([CH3:29])[CH:20]([CH3:21])[CH2:19][CH:3]([CH2:2][CH3:1])[CH2:4][CH2:5][C:6]1[CH:10]=[CH:9][S:8](=[SiH2:11])[C:7]=1[C:12]1[S:13][C:14]([Sn:27]([CH3:30])([CH3:29])[CH3:28])=[CH:15][C:16]=1[CH2:17][CH3:18]. The catalyst class is: 134.